The task is: Predict which catalyst facilitates the given reaction.. This data is from Catalyst prediction with 721,799 reactions and 888 catalyst types from USPTO. (1) Reactant: [OH:1][C@@H:2]([C:23]1[CH:28]=[CH:27][CH:26]=[CH:25][CH:24]=1)[CH2:3][CH2:4][N:5]1[CH2:10][CH2:9][CH:8]([C:11]2[CH:12]=[C:13]([NH:17][C:18](=[O:22])[CH:19]([CH3:21])[CH3:20])[CH:14]=[CH:15][CH:16]=2)[CH2:7][CH2:6]1.[C:29]1([C:35]2[CH:40]=[CH:39][C:38](O)=[CH:37][CH:36]=2)[CH:34]=[CH:33][CH:32]=[CH:31][CH:30]=1.C1(P(C2C=CC=CC=2)C2C=CC=CC=2)C=CC=CC=1.N(C(OCC)=O)=NC(OCC)=O.N. Product: [C:29]1([C:35]2[CH:36]=[CH:37][CH:38]=[CH:39][CH:40]=2)[CH:34]=[CH:33][C:32]([O:1][C@H:2]([C:23]2[CH:24]=[CH:25][CH:26]=[CH:27][CH:28]=2)[CH2:3][CH2:4][N:5]2[CH2:10][CH2:9][CH:8]([C:11]3[CH:12]=[C:13]([NH:17][C:18](=[O:22])[CH:19]([CH3:21])[CH3:20])[CH:14]=[CH:15][CH:16]=3)[CH2:7][CH2:6]2)=[CH:31][CH:30]=1. The catalyst class is: 396. (2) Reactant: [CH3:1][O:2][C:3](=[O:15])[C:4]1[CH:9]=[C:8](I)[C:7]([CH3:11])=[CH:6][C:5]=1[O:12][CH2:13][CH3:14].C([O-])(=O)C.[K+].[B:21]1([B:21]2[O:25][C:24]([CH3:27])([CH3:26])[C:23]([CH3:29])([CH3:28])[O:22]2)[O:25][C:24]([CH3:27])([CH3:26])[C:23]([CH3:29])([CH3:28])[O:22]1.CS(C)=O. Product: [CH3:1][O:2][C:3](=[O:15])[C:4]1[CH:9]=[C:8]([B:21]2[O:25][C:24]([CH3:27])([CH3:26])[C:23]([CH3:29])([CH3:28])[O:22]2)[C:7]([CH3:11])=[CH:6][C:5]=1[O:12][CH2:13][CH3:14]. The catalyst class is: 13. (3) Reactant: [F:1][C:2]1[CH:7]=[CH:6][CH:5]=[CH:4][C:3]=1[C@:8]12[CH2:17][CH2:16][C@@H:15](O)[CH2:14][C@H:13]1[CH2:12][S:11][C:10]([NH:19][C:20](=[O:26])[O:21][C:22]([CH3:25])([CH3:24])[CH3:23])=[N:9]2.[F:27]C(F)(S(F)(=O)=O)C(F)(F)C(F)(F)C(F)(F)F.C(N(CC)CC)C. Product: [F:27][C@H:15]1[CH2:16][CH2:17][C@:8]2([C:3]3[CH:4]=[CH:5][CH:6]=[CH:7][C:2]=3[F:1])[N:9]=[C:10]([NH:19][C:20](=[O:26])[O:21][C:22]([CH3:25])([CH3:24])[CH3:23])[S:11][CH2:12][C@@H:13]2[CH2:14]1. The catalyst class is: 1.